From a dataset of Forward reaction prediction with 1.9M reactions from USPTO patents (1976-2016). Predict the product of the given reaction. (1) Given the reactants [CH3:1][O:2][C:3]1[CH:22]=[CH:21][C:6]([CH2:7][C@@H:8]2[C:12]3=[N:13][C:14]4[CH:19]=[CH:18][CH:17]=[CH:16][C:15]=4[N:11]3[C:10](=[O:20])[NH:9]2)=[CH:5][CH:4]=1.[NH2:23][C@@H:24]1[CH2:28][CH2:27][N:26]([C:29]([O:31][C:32]([CH3:35])([CH3:34])[CH3:33])=[O:30])[CH2:25]1.C(O)(C(F)(F)F)=O, predict the reaction product. The product is: [NH:13]1[C:14]2[CH:19]=[CH:18][CH:17]=[CH:16][C:15]=2[N:11]=[C:12]1[C@H:8]([NH:9][C:10](=[O:20])[NH:23][C@@H:24]1[CH2:28][CH2:27][N:26]([C:29]([O:31][C:32]([CH3:35])([CH3:34])[CH3:33])=[O:30])[CH2:25]1)[CH2:7][C:6]1[CH:21]=[CH:22][C:3]([O:2][CH3:1])=[CH:4][CH:5]=1. (2) The product is: [OH:1][CH2:2][CH2:3][C@H:4]1[C@@H:5]([CH2:16][OH:17])[CH2:6][N:7]([C:9]([O:11][C:12]([CH3:15])([CH3:14])[CH3:13])=[O:10])[CH2:8]1. Given the reactants [O:1]=[C:2]1[O:17][CH2:16][C@H:5]2[CH2:6][N:7]([C:9]([O:11][C:12]([CH3:15])([CH3:14])[CH3:13])=[O:10])[CH2:8][C@H:4]2[CH2:3]1.[Cl-].[Ca+2].[Cl-].[BH4-].[Na+].[Cl-].[Na+], predict the reaction product. (3) Given the reactants [CH3:1][C:2]1[S:3][C:4]([C:10]2[CH:15]=[CH:14][CH:13]=[CH:12][CH:11]=2)=[C:5]([C:7]([OH:9])=O)[N:6]=1.CN(C=O)C.C(Cl)(=O)C(Cl)=O.[Cl:27][C:28]1[N:32]2[CH:33]=[CH:34][C:35]([O:37][CH3:38])=[CH:36][C:31]2=[N:30][C:29]=1[CH2:39][C@@H:40]1[CH2:45][CH2:44][CH2:43][CH2:42][NH:41]1, predict the reaction product. The product is: [Cl:27][C:28]1[N:32]2[CH:33]=[CH:34][C:35]([O:37][CH3:38])=[CH:36][C:31]2=[N:30][C:29]=1[CH2:39][C@@H:40]1[CH2:45][CH2:44][CH2:43][CH2:42][N:41]1[C:7]([C:5]1[N:6]=[C:2]([CH3:1])[S:3][C:4]=1[C:10]1[CH:15]=[CH:14][CH:13]=[CH:12][CH:11]=1)=[O:9].